Dataset: Reaction yield outcomes from USPTO patents with 853,638 reactions. Task: Predict the reaction yield, written as a fraction of the theoretical maximum amount of product (1.0 means a 100% yield; for example, 0.34 means a 34% yield). (1) The reactants are [H-].[Na+].Cl.Cl.[CH3:5][N:6]1[CH:11]2[CH2:12][CH2:13][CH:7]1[CH2:8][CH:9]([NH2:14])[CH2:10]2.[CH:15]([C:17]1[C:25]2[C:24]([C:26]([O:28][CH3:29])=[O:27])=[CH:23][CH:22]=[CH:21][C:20]=2[N:19]([CH3:30])[N:18]=1)=O.C(O[BH-](OC(=O)C)OC(=O)C)(=O)C.[Na+]. The catalyst is C(O)(=O)C.ClCCl. The product is [CH3:30][N:19]1[C:20]2[CH:21]=[CH:22][CH:23]=[C:24]([C:26]([O:28][CH3:29])=[O:27])[C:25]=2[C:17]([CH2:15][NH:14][CH:9]2[CH2:8][CH:7]3[N:6]([CH3:5])[CH:11]([CH2:12][CH2:13]3)[CH2:10]2)=[N:18]1. The yield is 1.00. (2) The reactants are [Br:1][C:2]1[CH:3]=[C:4]([S:9][CH2:10][C:11](=O)[CH3:12])[CH:5]=[CH:6][C:7]=1[F:8]. The catalyst is C1(C)C=CC=CC=1. The product is [Br:1][C:2]1[C:7]([F:8])=[CH:6][C:5]2[C:11]([CH3:12])=[CH:10][S:9][C:4]=2[CH:3]=1. The yield is 0.720. (3) The reactants are [CH3:1][C:2]1[CH:3]=[C:4]([CH2:9]O)[CH:5]=[CH:6][C:7]=1[CH3:8].[Br:11]P(Br)Br. The catalyst is ClCCl. The product is [Br:11][CH2:9][C:4]1[CH:5]=[CH:6][C:7]([CH3:8])=[C:2]([CH3:1])[CH:3]=1. The yield is 0.820. (4) The reactants are [CH3:1][O:2][C:3]([C:5]1[S:6][C:7]2[CH2:8][CH2:9][O:10][C:11]3[CH:18]=[CH:17][C:16]([Br:19])=[CH:15][C:12]=3[C:13]=2[N:14]=1)=[O:4].CC(N=NC(C#N)(C)C)(C#N)C.C1C(=O)N([Br:39])C(=O)C1. The catalyst is C(Cl)(Cl)(Cl)Cl. The product is [CH3:1][O:2][C:3]([C:5]1[S:6][C:7]2[CH:8]([Br:39])[CH2:9][O:10][C:11]3[CH:18]=[CH:17][C:16]([Br:19])=[CH:15][C:12]=3[C:13]=2[N:14]=1)=[O:4]. The yield is 0.940. (5) The reactants are C([S:8][C:9]1[CH:10]=[C:11]2[C:16](=[CH:17][CH:18]=1)[N:15]([C:19]1[CH:24]=[C:23]([F:25])[C:22]([Br:26])=[CH:21][C:20]=1[O:27][CH3:28])[C:14](=[O:29])[CH:13]=[CH:12]2)C1C=CC=CC=1.ClN1C(C)(C)C(=[O:38])N(Cl)C1=O.[F:41][C:42]1[C:47]([OH:48])=[C:46]([F:49])[C:45]([F:50])=[C:44]([F:51])[C:43]=1[F:52].CCN(CC)CC.[OH2:60]. The catalyst is C(#N)C.C(O)(=O)C. The yield is 0.600. The product is [Br:26][C:22]1[C:23]([F:25])=[CH:24][C:19]([N:15]2[C:16]3[C:11](=[CH:10][C:9]([S:8]([O:48][C:47]4[C:42]([F:41])=[C:43]([F:52])[C:44]([F:51])=[C:45]([F:50])[C:46]=4[F:49])(=[O:38])=[O:60])=[CH:18][CH:17]=3)[CH:12]=[CH:13][C:14]2=[O:29])=[C:20]([O:27][CH3:28])[CH:21]=1.